This data is from Forward reaction prediction with 1.9M reactions from USPTO patents (1976-2016). The task is: Predict the product of the given reaction. (1) Given the reactants C(O[C:6](=O)[NH:7][C:8]1[CH:13]=[CH:12][C:11]([O:14][C:15]2[C:24]3[C:19](=[CH:20][C:21]([O:25]C)=[CH:22][CH:23]=3)[CH:18]=[CH:17][C:16]=2[C:27]2[CH:32]=[CH:31][C:30]([S:33]([CH3:36])(=[O:35])=[O:34])=[CH:29][CH:28]=2)=[CH:10][CH:9]=1)(C)(C)C.[ClH:38].[N:39](=[CH:47]CCl)[CH2:40][CH2:41][CH2:42][CH2:43][CH2:44][CH2:45][Cl:46], predict the reaction product. The product is: [ClH:46].[ClH:38].[N:39]1([CH2:47][CH2:6][NH:7][C:8]2[CH:9]=[CH:10][C:11]([O:14][C:15]3[C:16]([C:27]4[CH:28]=[CH:29][C:30]([S:33]([CH3:36])(=[O:34])=[O:35])=[CH:31][CH:32]=4)=[CH:17][CH:18]=[C:19]4[C:24]=3[CH:23]=[CH:22][C:21]([OH:25])=[CH:20]4)=[CH:12][CH:13]=2)[CH:40]=[CH:41][CH:42]=[CH:43][CH:44]=[CH:45]1. (2) Given the reactants [CH3:1][C:2]1[CH:3]=[N:4][C:5]2[C:10]([CH:11]=1)=[CH:9][C:8]([CH2:12][C:13]1[CH:14]=[C:15]([CH:19]=[CH:20][N:21]=1)[C:16]([OH:18])=O)=[CH:7][CH:6]=2.Cl.Cl.NC[C:26]1[CH:27]=[CH:28][C:29]2[O:33][N:32]=[C:31]([NH2:34])[C:30]=2[CH:35]=1.C[CH2:37][N:38]=C=NCCCN(C)C.C1C=CC2N(O)N=NC=2C=1, predict the reaction product. The product is: [NH2:34][C:31]1[C:30]2[CH:35]=[CH:26][C:27]([CH2:37][NH:38][C:16](=[O:18])[C:15]3[CH:19]=[CH:20][N:21]=[C:13]([CH2:12][C:8]4[CH:9]=[C:10]5[C:5](=[CH:6][CH:7]=4)[N:4]=[CH:3][C:2]([CH3:1])=[CH:11]5)[CH:14]=3)=[CH:28][C:29]=2[O:33][N:32]=1.